From a dataset of Forward reaction prediction with 1.9M reactions from USPTO patents (1976-2016). Predict the product of the given reaction. (1) Given the reactants [CH2:1]([N:3]1[C:7]([CH2:8][C:9]#[N:10])=[CH:6][CH:5]=[N:4]1)[CH3:2].[CH3:11][N:12]([CH:14](OC)OC)[CH3:13], predict the reaction product. The product is: [CH3:11][N:12]([CH3:13])[CH:14]=[C:8]([C:7]1[N:3]([CH2:1][CH3:2])[N:4]=[CH:5][CH:6]=1)[C:9]#[N:10]. (2) Given the reactants [CH3:1][O:2][C:3]1[CH:4]=[C:5]([CH:7]=[CH:8][C:9]=1[CH3:10])[NH2:6].Br[CH2:12][C:13]([C:15]1([CH3:18])[CH2:17][CH2:16]1)=O.Cl, predict the reaction product. The product is: [CH3:1][O:2][C:3]1[CH:4]=[C:5]2[C:7]([CH:12]=[C:13]([C:15]3([CH3:18])[CH2:17][CH2:16]3)[NH:6]2)=[CH:8][C:9]=1[CH3:10]. (3) Given the reactants Cl[C:2]1[C:11]2[C:6](=[CH:7][CH:8]=[C:9](I)[CH:10]=2)[N:5]=[CH:4][N:3]=1.[N:13]1[C:21]2[C:16](=[N:17][CH:18]=[CH:19][CH:20]=2)[S:15][C:14]=1[NH2:22].[SH:23][C:24]1[N:28]([CH3:29])[CH:27]=[N:26][N:25]=1, predict the reaction product. The product is: [CH3:29][N:28]1[CH:27]=[N:26][N:25]=[C:24]1[S:23][C:9]1[CH:10]=[C:11]2[C:6](=[CH:7][CH:8]=1)[N:5]=[CH:4][N:3]=[C:2]2[NH:22][C:14]1[S:15][C:16]2[C:21]([N:13]=1)=[CH:20][CH:19]=[CH:18][N:17]=2. (4) Given the reactants [CH3:1][O:2][C:3](=[O:28])[C:4]1[CH:9]=[C:8]([O:10][CH3:11])[CH:7]=[CH:6][C:5]=1[NH:12][C:13]1[N:17]([C:18]2[CH:23]=[CH:22][CH:21]=[CH:20][C:19]=2[O:24][CH2:25][CH3:26])[N:16]=[C:15]([CH3:27])[CH:14]=1.[Br:29]N1C(C)(C)C(=O)N(Br)C1=O, predict the reaction product. The product is: [CH3:1][O:2][C:3]([C:4]1[CH:9]=[C:8]([O:10][CH3:11])[CH:7]=[CH:6][C:5]=1[NH:12][C:13]1[N:17]([C:18]2[CH:23]=[CH:22][CH:21]=[CH:20][C:19]=2[O:24][CH2:25][CH3:26])[N:16]=[C:15]([CH3:27])[C:14]=1[Br:29])=[O:28].